From a dataset of Peptide-MHC class I binding affinity with 185,985 pairs from IEDB/IMGT. Regression. Given a peptide amino acid sequence and an MHC pseudo amino acid sequence, predict their binding affinity value. This is MHC class I binding data. (1) The peptide sequence is SFQQPQQQY. The MHC is HLA-A31:01 with pseudo-sequence HLA-A31:01. The binding affinity (normalized) is 0. (2) The peptide sequence is RAYRNALSM. The MHC is HLA-B15:42 with pseudo-sequence HLA-B15:42. The binding affinity (normalized) is 0.213. (3) The peptide sequence is GRGPIRFVL. The MHC is HLA-B15:01 with pseudo-sequence HLA-B15:01. The binding affinity (normalized) is 0.0847. (4) The peptide sequence is KSLGIDQIW. The MHC is HLA-A69:01 with pseudo-sequence HLA-A69:01. The binding affinity (normalized) is 0.0847. (5) The peptide sequence is KVREHTFVK. The MHC is HLA-A32:01 with pseudo-sequence HLA-A32:01. The binding affinity (normalized) is 0.538. (6) The peptide sequence is IAHLLEHLLI. The MHC is Mamu-B17 with pseudo-sequence Mamu-B17. The binding affinity (normalized) is 0.